From a dataset of Reaction yield outcomes from USPTO patents with 853,638 reactions. Predict the reaction yield, written as a fraction of the theoretical maximum amount of product (1.0 means a 100% yield; for example, 0.34 means a 34% yield). (1) The reactants are [C:1]([O:5][C:6](=[O:40])[NH:7][C:8]([C:10]1[S:11][C:12]([S:38][CH3:39])=[C:13]([S:15]([C:18]2[CH:19]=[C:20]([C:24]3[C:29]([CH3:30])=[CH:28][CH:27]=[CH:26][C:25]=3[NH:31][C:32]([NH:34][CH2:35][CH2:36][NH2:37])=[O:33])[CH:21]=[CH:22][CH:23]=2)(=[O:17])=[O:16])[CH:14]=1)=[NH:9])([CH3:4])([CH3:3])[CH3:2].[N:41]([CH2:44][C:45]([O:47][CH2:48]C)=[O:46])=[C:42]=[O:43]. The catalyst is C(Cl)Cl. The product is [CH3:48][O:47][C:45](=[O:46])[CH2:44][NH:41][C:42]([NH:37][CH2:36][CH2:35][NH:34][C:32]([NH:31][C:25]1[CH:26]=[CH:27][CH:28]=[C:29]([CH3:30])[C:24]=1[C:20]1[CH:21]=[CH:22][CH:23]=[C:18]([S:15]([C:13]2[CH:14]=[C:10]([C:8]([NH:7][C:6]([O:5][C:1]([CH3:3])([CH3:4])[CH3:2])=[O:40])=[NH:9])[S:11][C:12]=2[S:38][CH3:39])(=[O:16])=[O:17])[CH:19]=1)=[O:33])=[O:43]. The yield is 0.860. (2) The reactants are C([O:3][C:4](=[O:42])[C:5]1[CH:10]=[CH:9][C:8]([NH:11][C:12]([N:14]2[CH2:18][C@H:17]([C:19]3[CH:24]=[CH:23][CH:22]=[C:21]([Cl:25])[C:20]=3[F:26])[C@:16]([C:29]3[CH:34]=[CH:33][C:32]([Cl:35])=[CH:31][C:30]=3[F:36])([C:27]#[N:28])[C@@H:15]2[CH2:37][C:38]([CH3:41])([CH3:40])[CH3:39])=[O:13])=[CH:7][CH:6]=1)C.[OH-].[Na+].Cl. The catalyst is CO. The product is [Cl:25][C:21]1[C:20]([F:26])=[C:19]([C@H:17]2[CH2:18][N:14]([C:12]([NH:11][C:8]3[CH:7]=[CH:6][C:5]([C:4]([OH:42])=[O:3])=[CH:10][CH:9]=3)=[O:13])[C@@H:15]([CH2:37][C:38]([CH3:41])([CH3:40])[CH3:39])[C@@:16]2([C:29]2[CH:34]=[CH:33][C:32]([Cl:35])=[CH:31][C:30]=2[F:36])[C:27]#[N:28])[CH:24]=[CH:23][CH:22]=1. The yield is 0.500. (3) The reactants are [Cl:1][C:2]1[N:6]2[CH:7]=[C:8]([C:15]3[CH:19]=[CH:18][O:17][CH:16]=3)[CH:9]=[C:10]([C:11]([F:14])([F:13])[F:12])[C:5]2=[N:4][C:3]=1[C:20]([N:22]1[CH2:27][CH:26]=[C:25](OS(C(F)(F)F)(=O)=O)[CH2:24][CH2:23]1)=[O:21].[F:36][C:37]1[C:42]([O:43][CH3:44])=[CH:41][CH:40]=[C:39]([F:45])[C:38]=1B(O)O.C(Cl)Cl. The catalyst is C([O-])([O-])=O.[Na+].[Na+].C(#N)C.CCOC(C)=O.C1C=CC(P(C2C=CC=CC=2)[C-]2C=CC=C2)=CC=1.C1C=CC(P(C2C=CC=CC=2)[C-]2C=CC=C2)=CC=1.Cl[Pd]Cl.[Fe+2]. The product is [Cl:1][C:2]1[N:6]2[CH:7]=[C:8]([C:15]3[CH:19]=[CH:18][O:17][CH:16]=3)[CH:9]=[C:10]([C:11]([F:14])([F:12])[F:13])[C:5]2=[N:4][C:3]=1[C:20]([N:22]1[CH2:27][CH:26]=[C:25]([C:38]2[C:39]([F:45])=[CH:40][CH:41]=[C:42]([O:43][CH3:44])[C:37]=2[F:36])[CH2:24][CH2:23]1)=[O:21]. The yield is 0.450. (4) The reactants are Cl[C:2]1[N:7]=[C:6]([C:8]2[S:12][C:11]([C:13]([CH3:16])([CH3:15])[CH3:14])=[N:10][C:9]=2[C:17]2[C:18]([F:35])=[C:19]([NH:23][S:24]([C:27]3[CH:32]=[C:31]([F:33])[CH:30]=[CH:29][C:28]=3[F:34])(=[O:26])=[O:25])[CH:20]=[CH:21][CH:22]=2)[CH:5]=[CH:4][N:3]=1.[NH2:36][CH2:37][CH2:38][NH:39][C:40](=[O:46])[O:41][C:42]([CH3:45])([CH3:44])[CH3:43]. No catalyst specified. The product is [F:34][C:28]1[CH:29]=[CH:30][C:31]([F:33])=[CH:32][C:27]=1[S:24]([NH:23][C:19]1[C:18]([F:35])=[C:17]([C:9]2[N:10]=[C:11]([C:13]([CH3:16])([CH3:15])[CH3:14])[S:12][C:8]=2[C:6]2[CH:5]=[CH:4][N:3]=[C:2]([NH:36][CH2:37][CH2:38][NH:39][C:40](=[O:46])[O:41][C:42]([CH3:44])([CH3:43])[CH3:45])[N:7]=2)[CH:22]=[CH:21][CH:20]=1)(=[O:26])=[O:25]. The yield is 0.880. (5) The reactants are [N+:1]([C:4]1[C:9]2[NH:10][C:11]([C:13]3[CH:18]=[CH:17][CH:16]=[CH:15][CH:14]=3)=[N:12][C:8]=2[CH:7]=[CH:6][CH:5]=1)([O-])=O.CO.O.[Cl-].[NH4+]. The catalyst is O1CCCC1.[Fe]. The product is [C:13]1([C:11]2[NH:10][C:9]3[C:4]([NH2:1])=[CH:5][CH:6]=[CH:7][C:8]=3[N:12]=2)[CH:14]=[CH:15][CH:16]=[CH:17][CH:18]=1. The yield is 0.790. (6) The reactants are [C:1]([O:4][CH2:5][C:6](Cl)=[O:7])(=[O:3])[CH3:2].[NH2:9][CH:10]1[CH2:15][CH2:14][N:13]([CH2:16][C:17]2[CH:18]=[CH:19][N:20]3[C:25]=2[C:24]([NH:26][C:27]2[CH:28]=[C:29]4[C:33](=[CH:34][CH:35]=2)[N:32]([CH2:36][C:37]2[CH:42]=[CH:41][CH:40]=[C:39]([F:43])[CH:38]=2)[N:31]=[CH:30]4)=[N:23][CH:22]=[N:21]3)[CH2:12][CH2:11]1.C(N(CC)CC)C. The catalyst is C(Cl)Cl. The product is [F:43][C:39]1[CH:38]=[C:37]([CH:42]=[CH:41][CH:40]=1)[CH2:36][N:32]1[C:33]2[C:29](=[CH:28][C:27]([NH:26][C:24]3[C:25]4=[C:17]([CH2:16][N:13]5[CH2:12][CH2:11][CH:10]([NH:9][C:6]([CH2:5][O:4][C:1](=[O:3])[CH3:2])=[O:7])[CH2:15][CH2:14]5)[CH:18]=[CH:19][N:20]4[N:21]=[CH:22][N:23]=3)=[CH:35][CH:34]=2)[CH:30]=[N:31]1. The yield is 0.750. (7) The product is [C:9]([O:8][C:6](=[O:7])[CH2:5][CH:4]([CH2:13][CH:14]([CH3:15])[CH3:16])[C:3]([OH:17])=[O:2])([CH3:12])([CH3:11])[CH3:10]. The yield is 0.770. The reactants are C[O:2][C:3](=[O:17])[CH:4]([CH2:13][CH:14]([CH3:16])[CH3:15])[CH2:5][C:6]([O:8][C:9]([CH3:12])([CH3:11])[CH3:10])=[O:7].O[Li].O. The catalyst is CC(O)C.O. (8) The reactants are [CH2:1]([C:3]1[C:4]([CH3:13])([CH3:12])[C@@H:5]([C:8](=[CH2:11])[CH:9]=[O:10])[CH2:6][CH:7]=1)[CH3:2].[H-].[H-].[H-].[H-].[Li+].[Al+3].O.[OH-].[Na+]. The catalyst is CCOCC. The product is [CH2:1]([C:3]1[C:4]([CH3:12])([CH3:13])[C@@H:5]([C:8](=[CH2:11])[CH2:9][OH:10])[CH2:6][CH:7]=1)[CH3:2]. The yield is 0.580.